From a dataset of Catalyst prediction with 721,799 reactions and 888 catalyst types from USPTO. Predict which catalyst facilitates the given reaction. (1) The catalyst class is: 59. Product: [CH:24]1([CH2:30][N:31]([C:8](=[O:10])[C:7]2[CH:11]=[C:12]([C:14]([CH3:17])([CH3:16])[CH3:15])[CH:13]=[C:5]([C:1]([CH3:2])([CH3:3])[CH3:4])[CH:6]=2)[NH:32][C:33](=[S:35])[NH2:34])[CH2:25][CH2:26][CH2:27][CH2:28][CH2:29]1. Reactant: [C:1]([C:5]1[CH:6]=[C:7]([CH:11]=[C:12]([C:14]([CH3:17])([CH3:16])[CH3:15])[CH:13]=1)[C:8]([OH:10])=O)([CH3:4])([CH3:3])[CH3:2].C(Cl)(C(Cl)=O)=O.[CH:24]1([CH2:30][NH:31][NH:32][C:33](=[S:35])[NH2:34])[CH2:29][CH2:28][CH2:27][CH2:26][CH2:25]1.CCN(C(C)C)C(C)C.C(C1C=C(C=C(C(C)(C)C)C=1)C(Cl)=O)(C)(C)C. (2) Reactant: [CH:1]1([NH:5][C:6]2[C:7]3[CH:30]=[CH:29][NH:28][C:8]=3[N:9]=[C:10]([NH:12][C:13]3[CH:14]=[C:15]4[C:20](=[CH:21][CH:22]=3)[N:19]([CH2:23][C:24](O)=[O:25])[C:18](=[O:27])[CH2:17][CH2:16]4)[N:11]=2)[CH2:4][CH2:3][CH2:2]1.CN(C(ON1N=[N:46][C:41]2C=C[CH:44]=[N:45][C:40]1=2)=[N+](C)C)C.F[P-](F)(F)(F)(F)F.[CH3:55]CN(C(C)C)C(C)C.CNN(CC)NC. Product: [CH:1]1([NH:5][C:6]2[C:7]3[CH:30]=[CH:29][NH:28][C:8]=3[N:9]=[C:10]([NH:12][C:13]3[CH:14]=[C:15]4[C:20](=[CH:21][CH:22]=3)[N:19]([CH2:23][C:24]([NH:46][CH2:41][CH2:40][N:45]([CH3:44])[CH3:55])=[O:25])[C:18](=[O:27])[CH2:17][CH2:16]4)[N:11]=2)[CH2:4][CH2:3][CH2:2]1. The catalyst class is: 3. (3) Reactant: C1(C)C=CC(S(O)(=O)=O)=CC=1.[Cl:12][C:13]1[CH:20]=[C:19]([CH2:21]O)[C:18]([CH2:23][CH2:24][OH:25])=[CH:17][C:14]=1[C:15]#[N:16].ClC1C(CCO)=C(CO)C=CC=1C#N.O. Product: [Cl:12][C:13]1[CH:20]=[C:19]2[C:18]([CH2:23][CH2:24][O:25][CH2:21]2)=[CH:17][C:14]=1[C:15]#[N:16]. The catalyst class is: 11.